The task is: Predict the product of the given reaction.. This data is from Forward reaction prediction with 1.9M reactions from USPTO patents (1976-2016). (1) Given the reactants [NH2:1][C:2]1[S:6][C:5]([C:7]2[CH:12]=[CH:11][CH:10]=[CH:9][CH:8]=2)=[N:4][C:3]=1[C:13]([O:15][CH2:16][CH3:17])=[O:14].[Cl:18][C:19]([Cl:26])([Cl:25])[C:20]([N:22]=[C:23]=[O:24])=[O:21], predict the reaction product. The product is: [C:7]1([C:5]2[S:6][C:2]([NH:1][C:23]([NH:22][C:20](=[O:21])[C:19]([Cl:26])([Cl:25])[Cl:18])=[O:24])=[C:3]([C:13]([O:15][CH2:16][CH3:17])=[O:14])[N:4]=2)[CH:12]=[CH:11][CH:10]=[CH:9][CH:8]=1. (2) Given the reactants I[C:2]1[C:11]2[C:6](=[CH:7][CH:8]=[CH:9][CH:10]=2)[CH:5]=[CH:4][C:3]=1[O:12][CH3:13].[CH3:14][C:15]1[CH:22]=[C:21]([CH3:23])[CH:20]=[CH:19][C:16]=1[CH:17]=[CH2:18], predict the reaction product. The product is: [CH3:14][C:15]1[CH:22]=[C:21]([CH3:23])[CH:20]=[CH:19][C:16]=1/[CH:17]=[CH:18]/[C:2]1[C:11]2[C:6](=[CH:7][CH:8]=[CH:9][CH:10]=2)[CH:5]=[CH:4][C:3]=1[O:12][CH3:13]. (3) Given the reactants B.[CH:2]1[C:12]2[C:11](=[O:13])[C:10]3([CH2:17][CH:16]=[CH:15][CH2:14]3)[C:9]3[CH:18]=[CH:19][CH:20]=[CH:21][C:8]=3[CH2:7][C:6]=2[CH:5]=[CH:4][CH:3]=1.[OH-:22].[Na+].OO, predict the reaction product. The product is: [OH:22][CH:16]1[CH2:15][CH2:14][C:10]2([C:9]3[CH:18]=[CH:19][CH:20]=[CH:21][C:8]=3[CH2:7][C:6]3[CH:5]=[CH:4][CH:3]=[CH:2][C:12]=3[C:11]2=[O:13])[CH2:17]1.[CH:2]1[C:12]2[CH:11]([OH:13])[C:10]3([CH2:14][CH2:15][CH:16]([OH:22])[CH2:17]3)[C:9]3[CH:18]=[CH:19][CH:20]=[CH:21][C:8]=3[CH2:7][C:6]=2[CH:5]=[CH:4][CH:3]=1. (4) Given the reactants C(OC([N:8]1[CH2:15][CH:14]2[CH:10]([CH2:11][N:12]([C:16](=[O:24])[C:17]3[CH:22]=[CH:21][C:20]([Br:23])=[CH:19][CH:18]=3)[CH2:13]2)[CH2:9]1)=O)(C)(C)C, predict the reaction product. The product is: [Br:23][C:20]1[CH:19]=[CH:18][C:17]([C:16]([N:12]2[CH2:11][CH:10]3[CH:14]([CH2:15][NH:8][CH2:9]3)[CH2:13]2)=[O:24])=[CH:22][CH:21]=1. (5) The product is: [O:7]1[CH2:8][CH2:9][N:4]([CH2:3][CH2:2][N:16]2[CH2:15][CH2:14][N:13]([C:19]([O:21][C:22]([CH3:25])([CH3:24])[CH3:23])=[O:20])[CH2:18][CH2:17]2)[CH2:5][CH2:6]1. Given the reactants Br[CH2:2][CH2:3][N:4]1[CH2:9][CH2:8][O:7][CH2:6][CH2:5]1.C(#N)C.[N:13]1([C:19]([O:21][C:22]([CH3:25])([CH3:24])[CH3:23])=[O:20])[CH2:18][CH2:17][NH:16][CH2:15][CH2:14]1, predict the reaction product. (6) Given the reactants [NH2:1][C:2]1[CH:3]=[CH:4][C:5]([N:8]2[CH2:13][CH2:12][N:11]([C:14]([O:16][C:17]([CH3:20])([CH3:19])[CH3:18])=[O:15])[CH2:10][CH2:9]2)=[N:6][CH:7]=1.[C:21]1([C:27]2[CH:28]=[C:29]([C:36](O)=[O:37])[S:30][C:31]=2[C:32]([F:35])([F:34])[F:33])[CH:26]=[CH:25][CH:24]=[CH:23][CH:22]=1, predict the reaction product. The product is: [C:21]1([C:27]2[CH:28]=[C:29]([C:36]([NH:1][C:2]3[CH:3]=[CH:4][C:5]([N:8]4[CH2:13][CH2:12][N:11]([C:14]([O:16][C:17]([CH3:20])([CH3:19])[CH3:18])=[O:15])[CH2:10][CH2:9]4)=[N:6][CH:7]=3)=[O:37])[S:30][C:31]=2[C:32]([F:33])([F:34])[F:35])[CH:22]=[CH:23][CH:24]=[CH:25][CH:26]=1. (7) The product is: [OH:8][C@@H:9]1[CH2:14][CH2:13][C@H:12]([N:15]2[CH2:19][CH2:18][C@H:17]([NH:20][C:21](=[O:30])[O:22][CH2:23][C:24]3[CH:25]=[CH:26][CH:27]=[CH:28][CH:29]=3)[C:16]2=[O:31])[C@H:11]([CH:32]([CH3:34])[CH3:33])[CH2:10]1. Given the reactants [Si]([O:8][C@@H:9]1[CH2:14][CH2:13][C@H:12]([N:15]2[CH2:19][CH2:18][C@H:17]([NH:20][C:21](=[O:30])[O:22][CH2:23][C:24]3[CH:29]=[CH:28][CH:27]=[CH:26][CH:25]=3)[C:16]2=[O:31])[C@H:11]([CH:32]([CH3:34])[CH3:33])[CH2:10]1)(C(C)(C)C)(C)C, predict the reaction product.